From a dataset of Forward reaction prediction with 1.9M reactions from USPTO patents (1976-2016). Predict the product of the given reaction. (1) Given the reactants C([O:8][N:9]1[C:13](=[O:14])[CH2:12][C@@H:11]([NH:15][S:16]([C:19]2[CH:24]=[CH:23][C:22]([C:25]3[CH:30]=[CH:29][CH:28]=[CH:27][CH:26]=3)=[CH:21][CH:20]=2)(=[O:18])=[O:17])[C:10]1=[O:31])C1C=CC=CC=1, predict the reaction product. The product is: [OH:8][N:9]1[C:13](=[O:14])[CH2:12][C@H:11]([NH:15][S:16]([C:19]2[CH:20]=[CH:21][C:22]([C:25]3[CH:30]=[CH:29][CH:28]=[CH:27][CH:26]=3)=[CH:23][CH:24]=2)(=[O:18])=[O:17])[C:10]1=[O:31]. (2) Given the reactants [CH3:1][CH:2]1[C:7](=[O:8])[CH2:6][C:5](=[O:9])[CH2:4][O:3]1.[CH2:10](O)[CH3:11], predict the reaction product. The product is: [CH2:10]([O:9][C:5]1[CH2:4][O:3][CH:2]([CH3:1])[C:7](=[O:8])[CH:6]=1)[CH3:11]. (3) Given the reactants [Cl:1][C:2]1[CH:3]=[C:4]([C@@H:9]2[C@@H:14]([C:15]3[CH:20]=[CH:19][C:18]([Cl:21])=[CH:17][CH:16]=3)[N:13]([CH:22]([CH3:24])[CH3:23])[C:12](=[O:25])[CH2:11][CH2:10]2)[CH:5]=[CH:6][C:7]=1[F:8].IC.[Li+].[CH3:29][CH:30]([N-]C(C)C)[CH3:31].[CH2:36](Br)C=C, predict the reaction product. The product is: [CH2:31]([C@@:11]1([CH3:36])[CH2:10][C@H:9]([C:4]2[CH:5]=[CH:6][C:7]([F:8])=[C:2]([Cl:1])[CH:3]=2)[C@@H:14]([C:15]2[CH:20]=[CH:19][C:18]([Cl:21])=[CH:17][CH:16]=2)[N:13]([CH:22]([CH3:23])[CH3:24])[C:12]1=[O:25])[CH:30]=[CH2:29]. (4) Given the reactants Cl.C(OC(=O)[NH:8][C:9]1([CH2:37][CH2:38][CH2:39][OH:40])[CH2:16][CH2:15][CH2:14][CH:13]([O:17][C:18]2[CH:19]=[C:20]3[C:25](=[CH:26][C:27]=2[Cl:28])[C:24]([O:29]CC2C=CC=CC=2)=[N:23][CH:22]=[CH:21]3)[CH2:12][CH2:11][CH2:10]1)(C)(C)C, predict the reaction product. The product is: [NH2:8][C:9]1([CH2:37][CH2:38][CH2:39][OH:40])[CH2:16][CH2:15][CH2:14][CH:13]([O:17][C:18]2[CH:19]=[C:20]3[C:25](=[CH:26][C:27]=2[Cl:28])[C:24](=[O:29])[NH:23][CH:22]=[CH:21]3)[CH2:12][CH2:11][CH2:10]1. (5) Given the reactants Br[CH:2]([CH2:25][CH3:26])[CH2:3][CH2:4][CH2:5][N:6]([C@H:17]([CH2:21][CH:22]([CH3:24])[CH3:23])[C:18]([NH2:20])=[O:19])[S:7]([C:10]1[CH:15]=[CH:14][C:13]([Cl:16])=[CH:12][CH:11]=1)(=[O:9])=[O:8].CCN(CC)CC.[NH:34]1[CH2:39][CH2:38][O:37][CH2:36][CH2:35]1, predict the reaction product. The product is: [O:37]1[CH2:38][CH2:39][N:34]([CH:2]([CH2:25][CH3:26])[CH2:3][CH2:4][CH2:5][N:6]([C@H:17]([CH2:21][CH:22]([CH3:24])[CH3:23])[C:18]([NH2:20])=[O:19])[S:7]([C:10]2[CH:15]=[CH:14][C:13]([Cl:16])=[CH:12][CH:11]=2)(=[O:9])=[O:8])[CH2:35][CH2:36]1.